Dataset: NCI-60 drug combinations with 297,098 pairs across 59 cell lines. Task: Regression. Given two drug SMILES strings and cell line genomic features, predict the synergy score measuring deviation from expected non-interaction effect. (1) Drug 1: CC(C)(C#N)C1=CC(=CC(=C1)CN2C=NC=N2)C(C)(C)C#N. Drug 2: CC1C(C(CC(O1)OC2CC(CC3=C2C(=C4C(=C3O)C(=O)C5=C(C4=O)C(=CC=C5)OC)O)(C(=O)CO)O)N)O.Cl. Cell line: SN12C. Synergy scores: CSS=38.9, Synergy_ZIP=-0.728, Synergy_Bliss=-3.02, Synergy_Loewe=-4.88, Synergy_HSA=-2.53. (2) Drug 1: CC1=C2C(C(=O)C3(C(CC4C(C3C(C(C2(C)C)(CC1OC(=O)C(C(C5=CC=CC=C5)NC(=O)C6=CC=CC=C6)O)O)OC(=O)C7=CC=CC=C7)(CO4)OC(=O)C)O)C)OC(=O)C. Drug 2: CC1CCCC2(C(O2)CC(NC(=O)CC(C(C(=O)C(C1O)C)(C)C)O)C(=CC3=CSC(=N3)C)C)C. Cell line: BT-549. Synergy scores: CSS=64.9, Synergy_ZIP=-0.271, Synergy_Bliss=-1.33, Synergy_Loewe=-0.845, Synergy_HSA=1.90. (3) Drug 1: C1CCC(C1)C(CC#N)N2C=C(C=N2)C3=C4C=CNC4=NC=N3. Drug 2: CC1=C2C(C(=O)C3(C(CC4C(C3C(C(C2(C)C)(CC1OC(=O)C(C(C5=CC=CC=C5)NC(=O)OC(C)(C)C)O)O)OC(=O)C6=CC=CC=C6)(CO4)OC(=O)C)O)C)O. Cell line: A498. Synergy scores: CSS=29.2, Synergy_ZIP=1.86, Synergy_Bliss=10.3, Synergy_Loewe=-7.22, Synergy_HSA=9.61.